Dataset: Forward reaction prediction with 1.9M reactions from USPTO patents (1976-2016). Task: Predict the product of the given reaction. (1) Given the reactants Cl.[N+:2]([C:5]1[CH:13]=[CH:12][C:8]([C:9]([NH2:11])=[NH:10])=[CH:7][CH:6]=1)([O-:4])=[O:3].C([O-])(O)=O.[Na+].[N+:19]([C:22]1[CH:31]=[CH:30][C:25]([C:26](=O)[CH2:27]Br)=[CH:24][CH:23]=1)([O-:21])=[O:20], predict the reaction product. The product is: [N+:2]([C:5]1[CH:6]=[CH:7][C:8]([C:9]2[NH:11][C:26]([C:25]3[CH:24]=[CH:23][C:22]([N+:19]([O-:21])=[O:20])=[CH:31][CH:30]=3)=[CH:27][N:10]=2)=[CH:12][CH:13]=1)([O-:4])=[O:3]. (2) Given the reactants [Cl:1][C:2]1[C:11](F)=[C:10]2[C:5]([C:6]([NH:19][CH3:20])=[N:7][C:8]([C:13]3[CH:14]=[N:15][CH:16]=[CH:17][CH:18]=3)=[N:9]2)=[CH:4][CH:3]=1.NC1C([F:31])=C(Cl)C=CC=1C(O)=O, predict the reaction product. The product is: [Cl:1][C:2]1[CH:11]=[C:10]2[C:5]([C:6]([NH:19][CH3:20])=[N:7][C:8]([C:13]3[CH:14]=[N:15][CH:16]=[CH:17][CH:18]=3)=[N:9]2)=[CH:4][C:3]=1[F:31]. (3) Given the reactants [OH:1][N:2]=[C:3](Cl)[C:4]1[CH:9]=[CH:8][C:7]([C:10]([F:13])([F:12])[F:11])=[CH:6][CH:5]=1.[CH2:15]([OH:21])[CH2:16][CH2:17][CH2:18][C:19]#[CH:20].C(N(CC)CC)C.Cl, predict the reaction product. The product is: [F:11][C:10]([F:13])([F:12])[C:7]1[CH:8]=[CH:9][C:4]([C:3]2[CH:20]=[C:19]([CH2:18][CH2:17][CH2:16][CH2:15][OH:21])[O:1][N:2]=2)=[CH:5][CH:6]=1. (4) Given the reactants [CH3:1][O:2][C:3]1[CH:8]=[C:7]([C:9]([N:11]2[C:17]3[CH:18]=[CH:19][CH:20]=[CH:21][C:16]=3[CH2:15][N:14]3[C:22]([C:25](O)=[O:26])=[CH:23][CH:24]=[C:13]3[CH2:12]2)=[O:10])[CH:6]=[CH:5][C:4]=1[C:28]1[CH:33]=[CH:32][CH:31]=[CH:30][C:29]=1[C:34]([F:37])([F:36])[F:35].Cl.CN(C)CCCN=C=NCC.O.ON1C2C=CC=CC=2N=N1.[CH3:61][NH:62][CH2:63][C:64]1[CH:65]=[N:66][CH:67]=[CH:68][CH:69]=1, predict the reaction product. The product is: [CH3:1][O:2][C:3]1[CH:8]=[C:7]([C:9]([N:11]2[C:17]3[CH:18]=[CH:19][CH:20]=[CH:21][C:16]=3[CH2:15][N:14]3[C:22]([C:25]([N:62]([CH3:61])[CH2:63][C:64]4[CH:65]=[N:66][CH:67]=[CH:68][CH:69]=4)=[O:26])=[CH:23][CH:24]=[C:13]3[CH2:12]2)=[O:10])[CH:6]=[CH:5][C:4]=1[C:28]1[CH:33]=[CH:32][CH:31]=[CH:30][C:29]=1[C:34]([F:37])([F:36])[F:35]. (5) Given the reactants [O:1]1[CH2:6][CH2:5][C:4]([C:11](OC)=[O:12])([C:7]([O:9][CH3:10])=[O:8])[CH2:3][CH2:2]1.[H-].C1(C)C=CC=CC=1, predict the reaction product. The product is: [CH:11]([C:4]1([C:7]([O:9][CH3:10])=[O:8])[CH2:5][CH2:6][O:1][CH2:2][CH2:3]1)=[O:12].